Dataset: HIV replication inhibition screening data with 41,000+ compounds from the AIDS Antiviral Screen. Task: Binary Classification. Given a drug SMILES string, predict its activity (active/inactive) in a high-throughput screening assay against a specified biological target. (1) The drug is Nc1cc(O)nc(SC2=NC(N)CC(O)C2)n1. The result is 0 (inactive). (2) The drug is CCCC(=O)c1ccc2c(ccc(=O)n2C)c1. The result is 0 (inactive). (3) The drug is CCC1(OC(=O)C(N)CCC(=O)O)C(=O)OCc2c1cc1n(c2=O)Cc2cc3ccccc3nc2-1.Cl. The result is 0 (inactive). (4) The drug is NC(=S)NN=CC12CC3CC(CC(C3)C1)C2. The result is 0 (inactive).